From a dataset of Peptide-MHC class I binding affinity with 185,985 pairs from IEDB/IMGT. Regression. Given a peptide amino acid sequence and an MHC pseudo amino acid sequence, predict their binding affinity value. This is MHC class I binding data. (1) The peptide sequence is VLAEAMSQV. The MHC is HLA-A02:19 with pseudo-sequence HLA-A02:19. The binding affinity (normalized) is 0.936. (2) The peptide sequence is SSIVRQLFK. The MHC is HLA-A33:01 with pseudo-sequence HLA-A33:01. The binding affinity (normalized) is 0.